This data is from Full USPTO retrosynthesis dataset with 1.9M reactions from patents (1976-2016). The task is: Predict the reactants needed to synthesize the given product. (1) Given the product [CH3:19][O:18][C:12]1[CH:11]=[C:10]([C:3]2[CH:4]=[N:5][CH:6]=[C:7]([C:2]=2[NH:24][C:23]2[CH:25]=[CH:26][CH:27]=[C:21]([Cl:20])[CH:22]=2)[C:8]#[N:9])[CH:15]=[CH:14][C:13]=1[O:16][CH3:17], predict the reactants needed to synthesize it. The reactants are: Cl[C:2]1[C:7]([C:8]#[N:9])=[CH:6][N:5]=[CH:4][C:3]=1[C:10]1[CH:15]=[CH:14][C:13]([O:16][CH3:17])=[C:12]([O:18][CH3:19])[CH:11]=1.[Cl:20][C:21]1[CH:22]=[C:23]([CH:25]=[CH:26][CH:27]=1)[NH2:24].N1C(=O)CC[C@H]1C(O)=O.Cl. (2) Given the product [C:13]([C@@:10]1([CH:15]2[CH2:17][CH2:16]2)[CH2:11][CH2:12][N:8]([C:6]2[CH:5]=[CH:4][N:3]=[C:2]([NH:1][C:20]3[CH:29]=[C:28]([CH3:30])[C:23]([C:24]([NH:26][CH3:27])=[O:25])=[CH:22][N:21]=3)[CH:7]=2)[C:9]1=[O:18])#[N:14], predict the reactants needed to synthesize it. The reactants are: [NH2:1][C:2]1[CH:7]=[C:6]([N:8]2[CH2:12][CH2:11][C@:10]([CH:15]3[CH2:17][CH2:16]3)([C:13]#[N:14])[C:9]2=[O:18])[CH:5]=[CH:4][N:3]=1.Cl[C:20]1[CH:29]=[C:28]([CH3:30])[C:23]([C:24]([NH:26][CH3:27])=[O:25])=[CH:22][N:21]=1.C(=O)([O-])[O-].[K+].[K+].C1(P(C2CCCCC2)C2C(OC)=CC=C(OC)C=2C2C(C(C)C)=CC(C(C)C)=CC=2C(C)C)CCCCC1.C(=O)([O-])O.[Na+]. (3) The reactants are: F[C:2]1[CH:7]=[CH:6][C:5]([N+:8]([O-:10])=[O:9])=[CH:4][CH:3]=1.C([O-])([O-])=O.[Cs+].[Cs+].[CH3:17][O:18][C:19]1[CH:20]=[C:21]2[C:26](=[CH:27][C:28]=1[O:29][CH3:30])[N:25]=[CH:24][CH:23]=[C:22]2[OH:31]. Given the product [CH3:17][O:18][C:19]1[CH:20]=[C:21]2[C:26](=[CH:27][C:28]=1[O:29][CH3:30])[N:25]=[CH:24][CH:23]=[C:22]2[O:31][C:2]1[CH:7]=[CH:6][C:5]([N+:8]([O-:10])=[O:9])=[CH:4][CH:3]=1, predict the reactants needed to synthesize it. (4) Given the product [C:15]([N:2]1[C:3](=[O:8])[CH:4]2[CH2:7][CH:1]1[CH:6]=[CH:5]2)(=[O:17])[CH3:16], predict the reactants needed to synthesize it. The reactants are: [CH:1]12[CH2:7][CH:4]([CH:5]=[CH:6]1)[C:3](=[O:8])[NH:2]2.N1C=CC=CC=1.[C:15](Cl)(=[O:17])[CH3:16].O. (5) Given the product [C:1]([O:5][C:6]([N:8]([CH3:48])[C@H:9]([C:13]([NH:15][C@H:16]([C:20]([N:22]([C@@H:24]([C@@H:44]([CH3:47])[CH2:45][CH3:46])[C@H:25]([O:42][CH3:43])[CH2:26][C:27]([N:29]1[CH2:33][CH2:32][CH2:31][C@H:30]1[C@H:34]([O:40][CH3:41])[C@@H:35]([CH3:36])[C:37]([NH:90][C@@H:82]([CH2:83][C:84]1[CH:89]=[CH:88][CH:87]=[CH:86][CH:85]=1)[CH2:81][O:80][CH2:73][C:74]1[CH:79]=[CH:78][CH:77]=[CH:76][CH:75]=1)=[O:38])=[O:28])[CH3:23])=[O:21])[CH:17]([CH3:19])[CH3:18])=[O:14])[CH:10]([CH3:11])[CH3:12])=[O:7])([CH3:2])([CH3:4])[CH3:3], predict the reactants needed to synthesize it. The reactants are: [C:1]([O:5][C:6]([N:8]([CH3:48])[C@H:9]([C:13]([NH:15][C@H:16]([C:20]([N:22]([C@@H:24]([C@@H:44]([CH3:47])[CH2:45][CH3:46])[C@H:25]([O:42][CH3:43])[CH2:26][C:27]([N:29]1[CH2:33][CH2:32][CH2:31][C@H:30]1[C@H:34]([O:40][CH3:41])[C@H:35]([C:37](O)=[O:38])[CH3:36])=[O:28])[CH3:23])=[O:21])[CH:17]([CH3:19])[CH3:18])=[O:14])[CH:10]([CH3:12])[CH3:11])=[O:7])([CH3:4])([CH3:3])[CH3:2].C(N(CC)C(C)C)(C)C.C1C=CC2N(O)N=NC=2C=1.C(Cl)CCl.Cl.[CH2:73]([O:80][CH2:81][C@@H:82]([NH2:90])[CH2:83][C:84]1[CH:89]=[CH:88][CH:87]=[CH:86][CH:85]=1)[C:74]1[CH:79]=[CH:78][CH:77]=[CH:76][CH:75]=1.